Dataset: Full USPTO retrosynthesis dataset with 1.9M reactions from patents (1976-2016). Task: Predict the reactants needed to synthesize the given product. Given the product [C:1]([O:5][C:6](=[O:45])[NH:7][C:8]1[CH:13]=[CH:12][CH:11]=[C:10]([C:14]2[N:18]=[C:17]([C:19]3[S:23][C:22]([NH2:24])=[N:21][C:20]=3[NH2:44])[O:16][N:15]=2)[CH:9]=1)([CH3:4])([CH3:2])[CH3:3], predict the reactants needed to synthesize it. The reactants are: [C:1]([O:5][C:6](=[O:45])[NH:7][C:8]1[CH:13]=[CH:12][CH:11]=[C:10]([C:14]2[N:18]=[C:17]([C:19]3[S:23][C:22]([NH:24]C(C4C=CC=CC=4)(C4C=CC=CC=4)C4C=CC=CC=4)=[N:21][C:20]=3[NH2:44])[O:16][N:15]=2)[CH:9]=1)([CH3:4])([CH3:3])[CH3:2].